Dataset: NCI-60 drug combinations with 297,098 pairs across 59 cell lines. Task: Regression. Given two drug SMILES strings and cell line genomic features, predict the synergy score measuring deviation from expected non-interaction effect. (1) Drug 1: CCN(CC)CCNC(=O)C1=C(NC(=C1C)C=C2C3=C(C=CC(=C3)F)NC2=O)C. Drug 2: C(CC(=O)O)C(=O)CN.Cl. Synergy scores: CSS=6.50, Synergy_ZIP=-4.01, Synergy_Bliss=-0.993, Synergy_Loewe=-3.70, Synergy_HSA=-2.85. Cell line: A549. (2) Drug 1: C1CCN(CC1)CCOC2=CC=C(C=C2)C(=O)C3=C(SC4=C3C=CC(=C4)O)C5=CC=C(C=C5)O. Drug 2: C1C(C(OC1N2C=C(C(=O)NC2=O)F)CO)O. Cell line: T-47D. Synergy scores: CSS=11.4, Synergy_ZIP=-1.76, Synergy_Bliss=-0.123, Synergy_Loewe=0.168, Synergy_HSA=1.60. (3) Drug 1: CC1CCC2CC(C(=CC=CC=CC(CC(C(=O)C(C(C(=CC(C(=O)CC(OC(=O)C3CCCCN3C(=O)C(=O)C1(O2)O)C(C)CC4CCC(C(C4)OC)O)C)C)O)OC)C)C)C)OC. Drug 2: CC=C1C(=O)NC(C(=O)OC2CC(=O)NC(C(=O)NC(CSSCCC=C2)C(=O)N1)C(C)C)C(C)C. Cell line: OVCAR-4. Synergy scores: CSS=35.8, Synergy_ZIP=-8.71, Synergy_Bliss=-0.832, Synergy_Loewe=-0.167, Synergy_HSA=2.73. (4) Synergy scores: CSS=8.70, Synergy_ZIP=-3.86, Synergy_Bliss=-2.02, Synergy_Loewe=-1.78, Synergy_HSA=-0.778. Cell line: UACC62. Drug 1: C1=CC(=CC=C1CCC2=CNC3=C2C(=O)NC(=N3)N)C(=O)NC(CCC(=O)O)C(=O)O. Drug 2: CCCCC(=O)OCC(=O)C1(CC(C2=C(C1)C(=C3C(=C2O)C(=O)C4=C(C3=O)C=CC=C4OC)O)OC5CC(C(C(O5)C)O)NC(=O)C(F)(F)F)O. (5) Drug 1: C1=C(C(=O)NC(=O)N1)N(CCCl)CCCl. Drug 2: CC(C)(C#N)C1=CC(=CC(=C1)CN2C=NC=N2)C(C)(C)C#N. Cell line: M14. Synergy scores: CSS=4.61, Synergy_ZIP=-7.73, Synergy_Bliss=-12.2, Synergy_Loewe=-13.4, Synergy_HSA=-13.8. (6) Synergy scores: CSS=11.2, Synergy_ZIP=-1.36, Synergy_Bliss=-0.726, Synergy_Loewe=-9.71, Synergy_HSA=-2.86. Drug 2: C1C(C(OC1N2C=NC3=C2NC=NCC3O)CO)O. Drug 1: CC1CCC2CC(C(=CC=CC=CC(CC(C(=O)C(C(C(=CC(C(=O)CC(OC(=O)C3CCCCN3C(=O)C(=O)C1(O2)O)C(C)CC4CCC(C(C4)OC)O)C)C)O)OC)C)C)C)OC. Cell line: HOP-62.